This data is from Full USPTO retrosynthesis dataset with 1.9M reactions from patents (1976-2016). The task is: Predict the reactants needed to synthesize the given product. (1) Given the product [CH:36]1([NH:35][S:32]([C:28]2[CH:27]=[C:26]([NH:25][C:21]([C:20]3[CH:19]=[N:18][N:11]4[C:12]([C:14]([F:15])([F:17])[F:16])=[CH:13][C:8]([C:5]5[CH:6]=[CH:7][C:2]([Cl:1])=[C:3]([CH3:24])[CH:4]=5)=[N:9][C:10]=34)=[O:22])[CH:31]=[CH:30][CH:29]=2)(=[O:34])=[O:33])[CH2:38][CH2:37]1, predict the reactants needed to synthesize it. The reactants are: [Cl:1][C:2]1[CH:7]=[CH:6][C:5]([C:8]2[CH:13]=[C:12]([C:14]([F:17])([F:16])[F:15])[N:11]3[N:18]=[CH:19][C:20]([C:21](O)=[O:22])=[C:10]3[N:9]=2)=[CH:4][C:3]=1[CH3:24].[NH2:25][C:26]1[CH:27]=[C:28]([S:32]([NH:35][CH:36]2[CH2:38][CH2:37]2)(=[O:34])=[O:33])[CH:29]=[CH:30][CH:31]=1. (2) Given the product [CH2:1]([CH:5]([CH2:9][CH2:10][CH2:11][CH2:12][CH2:13][CH3:14])[C:6]([Cl:17])=[O:7])[CH2:2][CH2:3][CH3:4], predict the reactants needed to synthesize it. The reactants are: [CH2:1]([CH:5]([CH2:9][CH2:10][CH2:11][CH2:12][CH2:13][CH3:14])[C:6](O)=[O:7])[CH2:2][CH2:3][CH3:4].S(Cl)([Cl:17])=O. (3) Given the product [C:12]([O:15][C:16]([NH:1][C@H:2]([CH:6]([CH3:8])[CH3:7])[C:3]([OH:5])=[O:4])=[O:17])([CH3:14])([CH3:13])[CH3:11], predict the reactants needed to synthesize it. The reactants are: [NH2:1][C@H:2]([CH:6]([CH3:8])[CH3:7])[C:3]([OH:5])=[O:4].[OH-].[Na+].[CH3:11][C:12]([O:15][C:16](O[C:16]([O:15][C:12]([CH3:14])([CH3:13])[CH3:11])=[O:17])=[O:17])([CH3:14])[CH3:13]. (4) Given the product [C:1]([O:4][C@@H:5]1[C@@H:10]([O:11][C:12](=[O:14])[CH3:13])[C@H:9]([O:15][C:16](=[O:18])[CH3:17])[C@@H:8]([CH2:19][O:20][C:21](=[O:23])[CH3:22])[O:7][C@H:6]1[O:24][C:25]1[C:30]2[C:31](/[CH:34]=[CH:35]/[C:36]3[CH:41]=[CH:40][C:39](/[CH:46]=[CH:45]/[CH2:44][C:43]([OH:48])=[O:47])=[CH:38][CH:37]=3)=[CH:32][O:33][C:29]=2[CH:28]=[CH:27][CH:26]=1)(=[O:3])[CH3:2], predict the reactants needed to synthesize it. The reactants are: [C:1]([O:4][C@@H:5]1[C@@H:10]([O:11][C:12](=[O:14])[CH3:13])[C@H:9]([O:15][C:16](=[O:18])[CH3:17])[C@@H:8]([CH2:19][O:20][C:21](=[O:23])[CH3:22])[O:7][C@H:6]1[O:24][C:25]1[C:30]2[C:31](/[CH:34]=[CH:35]/[C:36]3[CH:41]=[CH:40][C:39](Br)=[CH:38][CH:37]=3)=[CH:32][O:33][C:29]=2[CH:28]=[CH:27][CH:26]=1)(=[O:3])[CH3:2].[C:43]([OH:48])(=[O:47])[CH2:44][CH:45]=[CH2:46].C(N(CC)CC)C.CC1C=CC=CC=1P(C1C=CC=CC=1C)C1C=CC=CC=1C. (5) Given the product [CH3:1][O:2][C:3]1[C:8]([O:9][CH3:10])=[C:7]([O:11][CH3:12])[CH:6]=[CH:5][C:4]=1[CH2:13][CH:14]([OH:26])[CH2:18][CH:19]=[CH2:20], predict the reactants needed to synthesize it. The reactants are: [CH3:1][O:2][C:3]1[C:8]([O:9][CH3:10])=[C:7]([O:11][CH3:12])[CH:6]=[CH:5][C:4]=1[CH2:13][C:14]#N.[BH4-].[Na+].[CH3:18][CH2:19][CH2:20][CH2:18][CH2:19][CH3:20].CC[O:26]C(C)=[O:26].O. (6) Given the product [F:1][C:2]1[CH:7]=[CH:6][C:5]([S:8]([NH:11][C@@H:12]([CH2:16][C:17]2[CH:18]=[CH:19][CH:20]=[CH:21][CH:22]=2)[C:13]([OH:15])=[O:14])(=[O:9])=[O:10])=[CH:4][CH:3]=1, predict the reactants needed to synthesize it. The reactants are: [F:1][C:2]1[CH:7]=[CH:6][C:5]([S:8]([NH:11][C@H:12]([CH2:16][C:17]2[CH:22]=[CH:21][CH:20]=[CH:19][CH:18]=2)[C:13]([OH:15])=[O:14])(=[O:10])=[O:9])=[CH:4][CH:3]=1.C(OC(=O)[C@H](CC1C=CC=CC=1)N)(C)(C)C.